Predict which catalyst facilitates the given reaction. From a dataset of Catalyst prediction with 721,799 reactions and 888 catalyst types from USPTO. (1) Reactant: [NH2:1][C:2]1[CH:3]=[C:4]([N:8]([CH3:24])[C:9]2[N:14]=[C:13]3[S:15][C:16]([NH:18][C:19]([CH:21]4[CH2:23][CH2:22]4)=[O:20])=[N:17][C:12]3=[CH:11][CH:10]=2)[CH:5]=[CH:6][CH:7]=1.[Cl:25][C:26]1[CH:31]=[CH:30][C:29]([N:32]=[C:33]=[O:34])=[CH:28][C:27]=1[C:35]([F:38])([F:37])[F:36].C(=O)([O-])O.[Na+]. Product: [Cl:25][C:26]1[CH:31]=[CH:30][C:29]([NH:32][C:33]([NH:1][C:2]2[CH:3]=[C:4]([N:8]([CH3:24])[C:9]3[N:14]=[C:13]4[S:15][C:16]([NH:18][C:19]([CH:21]5[CH2:22][CH2:23]5)=[O:20])=[N:17][C:12]4=[CH:11][CH:10]=3)[CH:5]=[CH:6][CH:7]=2)=[O:34])=[CH:28][C:27]=1[C:35]([F:36])([F:37])[F:38]. The catalyst class is: 9. (2) Reactant: [H-].[Na+].[C:3]([O:13][C:14]([CH3:17])([CH3:16])[CH3:15])(=[O:12])[CH2:4][C:5]([O:7][C:8]([CH3:11])([CH3:10])[CH3:9])=[O:6].Br[CH2:19][CH2:20][CH2:21][CH2:22][CH2:23][C:24]([O:26][CH2:27][CH3:28])=[O:25]. Product: [CH2:27]([O:26][C:24](=[O:25])[CH2:23][CH2:22][CH2:21][CH2:20][CH2:19][CH:4]([C:5]([O:7][C:8]([CH3:9])([CH3:10])[CH3:11])=[O:6])[C:3]([O:13][C:14]([CH3:17])([CH3:16])[CH3:15])=[O:12])[CH3:28]. The catalyst class is: 1. (3) Reactant: [F:8][C:7]([F:10])([F:9])[C:6](O[C:6](=[O:11])[C:7]([F:10])([F:9])[F:8])=[O:11].[N:14]1[N:18]2[CH:19]=[CH:20][C:21]([NH2:23])=[CH:22][C:17]2=[CH:16][CH:15]=1.CCN(CC)CC. Product: [F:10][C:7]([F:8])([F:9])[C:6]([NH:23][C:21]1[CH:20]=[CH:19][N:18]2[N:14]=[CH:15][CH:16]=[C:17]2[CH:22]=1)=[O:11]. The catalyst class is: 2. (4) The catalyst class is: 4. Reactant: [OH:1][CH2:2][C:3]1[N:8]=[C:7]([C:9]([O-:11])=[O:10])[CH:6]=[CH:5][CH:4]=1.[CH2:12](N(CC)CC)C.[CH3:19][S:20](Cl)(=[O:22])=[O:21]. Product: [CH3:19][S:20]([O:1][CH2:2][C:3]1[N:8]=[C:7]([C:9]([O:11][CH3:12])=[O:10])[CH:6]=[CH:5][CH:4]=1)(=[O:22])=[O:21]. (5) Reactant: [CH3:1][C:2]1([CH3:23])[O:6][CH:5]([C:7]2[N:12]=[CH:11][C:10]([NH:13][C:14](=[O:22])OC3C=CC=CC=3)=[CH:9][CH:8]=2)[CH2:4][O:3]1.[CH3:24][CH:25]1[CH2:30][CH2:29][N:28]([C:31]2[C:36]([CH2:37][NH2:38])=[CH:35][CH:34]=[C:33]([C:39]([F:42])([F:41])[F:40])[N:32]=2)[CH2:27][CH2:26]1. The catalyst class is: 616. Product: [CH3:23][C:2]1([CH3:1])[O:6][CH:5]([C:7]2[N:12]=[CH:11][C:10]([NH:13][C:14]([NH:38][CH2:37][C:36]3[C:31]([N:28]4[CH2:29][CH2:30][CH:25]([CH3:24])[CH2:26][CH2:27]4)=[N:32][C:33]([C:39]([F:42])([F:40])[F:41])=[CH:34][CH:35]=3)=[O:22])=[CH:9][CH:8]=2)[CH2:4][O:3]1.